This data is from Forward reaction prediction with 1.9M reactions from USPTO patents (1976-2016). The task is: Predict the product of the given reaction. (1) Given the reactants C([N:8]1[C@@H:13]([CH3:14])[CH2:12][O:11][C@H:10]([CH2:15][O:16][CH3:17])[CH2:9]1)C1C=CC=CC=1.[ClH:18], predict the reaction product. The product is: [ClH:18].[CH3:17][O:16][CH2:15][C@H:10]1[O:11][CH2:12][C@H:13]([CH3:14])[NH:8][CH2:9]1. (2) Given the reactants [N:1]1[C:10]2[C:5](=CC=[C:8]3[CH:14]=[CH:13][CH:12]=[CH:11][C:9]3=2)[CH:4]=[CH:3][CH:2]=1.O=I(OI(=O)=O)=O.S([O-])([O-])(=[O:24])=S.[Na+].[Na+].C([O:32][CH2:33][CH3:34])(=O)C, predict the reaction product. The product is: [N:1]1[C:10]2[C:9]3[CH:11]=[CH:12][CH:13]=[CH:14][C:8]=3[C:34](=[O:24])[C:33](=[O:32])[C:5]=2[CH:4]=[CH:3][CH:2]=1. (3) The product is: [Cl:61][C:62]1[CH:69]=[CH:68][C:65]([CH2:66][NH:67][C:14]([C:10]2[C:9](=[O:17])[N:8]([C:4]3[CH:5]=[CH:6][CH:7]=[C:2]([CH3:1])[CH:3]=3)[CH:13]=[CH:12][CH:11]=2)=[O:16])=[CH:64][CH:63]=1. Given the reactants [CH3:1][C:2]1[CH:3]=[C:4]([N:8]2[CH:13]=[CH:12][CH:11]=[C:10]([C:14]([OH:16])=O)[C:9]2=[O:17])[CH:5]=[CH:6][CH:7]=1.CN(C(ON1N=NC2C=CC=NC1=2)=[N+](C)C)C.F[P-](F)(F)(F)(F)F.C1C=NC2N(O)N=NC=2C=1.CCN(C(C)C)C(C)C.[Cl:61][C:62]1[CH:69]=[CH:68][C:65]([CH2:66][NH2:67])=[CH:64][CH:63]=1, predict the reaction product. (4) Given the reactants [C:1]([C:4]1[CH:9]=[CH:8][C:7]([S:10]([NH:13][C:14]2[CH:19]=[CH:18][C:17]([Cl:20])=[CH:16][C:15]=2[N:21]2[C:29]3[C:24](=[N:25][CH:26]=[CH:27][CH:28]=3)[N:23]=[N:22]2)(=[O:12])=[O:11])=[CH:6][CH:5]=1)(=[O:3])[CH3:2].[C:30]([Si](C)(C)C)([F:33])([F:32])[F:31].[F-].C([N+](CCCC)(CCCC)CCCC)CCC, predict the reaction product. The product is: [Cl:20][C:17]1[CH:18]=[CH:19][C:14]([NH:13][S:10]([C:7]2[CH:6]=[CH:5][C:4]([C:1]([OH:3])([CH3:2])[C:30]([F:33])([F:32])[F:31])=[CH:9][CH:8]=2)(=[O:12])=[O:11])=[C:15]([N:21]2[C:29]3[C:24](=[N:25][CH:26]=[CH:27][CH:28]=3)[N:23]=[N:22]2)[CH:16]=1. (5) Given the reactants [F:1][C:2]([F:21])([F:20])[C:3]([NH:5][CH2:6][CH2:7][CH2:8][O:9][C:10]1[CH:11]=[C:12]2[C:16](=[CH:17][CH:18]=1)[C:15](=O)[CH2:14][CH2:13]2)=[O:4].[NH:22]1[CH2:27][CH2:26][CH:25]([NH:28][C:29]([C:31]2[O:32][C:33]3[C:38]([C:39](=[O:41])[CH:40]=2)=[CH:37][CH:36]=[C:35]([F:42])[CH:34]=3)=[O:30])[CH2:24][CH2:23]1.[BH3-]C#N.[Na+].C([O-])(O)=O.[Na+], predict the reaction product. The product is: [F:42][C:35]1[CH:34]=[C:33]2[C:38]([C:39](=[O:41])[CH:40]=[C:31]([C:29]([NH:28][CH:25]3[CH2:26][CH2:27][N:22]([CH:15]4[C:16]5[C:12](=[CH:11][C:10]([O:9][CH2:8][CH2:7][CH2:6][NH:5][C:3](=[O:4])[C:2]([F:21])([F:20])[F:1])=[CH:18][CH:17]=5)[CH2:13][CH2:14]4)[CH2:23][CH2:24]3)=[O:30])[O:32]2)=[CH:37][CH:36]=1. (6) The product is: [CH2:9]1[C:10]2[C:15](=[CH:14][CH:13]=[CH:12][CH:11]=2)[CH2:16][NH:17][NH:8]1. Given the reactants C(OC([N:8]1[N:17](C(OC(C)(C)C)=O)[CH2:16][C:15]2[C:10](=[CH:11][CH:12]=[CH:13][CH:14]=2)[CH2:9]1)=O)(C)(C)C.O=S(Cl)Cl, predict the reaction product. (7) Given the reactants [Cl:1][C:2]1[N:3]([CH:12]2[C:17](=[O:18])[C:16]([CH3:19])=[N:15][N:14]([CH3:20])[C:13]2=[O:21])[C:4]2[C:9]([C:10]=1[Cl:11])=[CH:8][CH:7]=[CH:6][CH:5]=2.C(N([CH2:27][CH3:28])CC)C.Cl[C:30]([S:32][CH:33]([CH3:35])[CH3:34])=[O:31], predict the reaction product. The product is: [CH3:28][CH2:27][O:31][C:17]([CH3:12])=[O:18].[CH3:6][CH2:5][CH2:4][CH:9]([CH3:10])[CH3:8].[Cl:1][C:2]1[N:3]([C:12]2[C:13](=[O:21])[N:14]([CH3:20])[N:15]=[C:16]([CH3:19])[C:17]=2[O:18][C:30]([S:32][CH:33]([CH3:35])[CH3:34])=[O:31])[C:4]2[C:9]([C:10]=1[Cl:11])=[CH:8][CH:7]=[CH:6][CH:5]=2. (8) Given the reactants [ClH:1].[N:2]1([CH:7]2[CH2:10][N:9](C(OC(C)(C)C)=O)[CH2:8]2)[CH:6]=[CH:5][CH:4]=[N:3]1, predict the reaction product. The product is: [ClH:1].[NH:9]1[CH2:10][CH:7]([N:2]2[CH:6]=[CH:5][CH:4]=[N:3]2)[CH2:8]1. (9) Given the reactants [C:1]1([C:13]2[CH:18]=[CH:17][CH:16]=[CH:15][CH:14]=2)[CH:6]=[CH:5][C:4]([C:7]2([C:10]([OH:12])=[O:11])[CH2:9][CH2:8]2)=[CH:3][CH:2]=1.S(Cl)(Cl)=O.S(=O)(=O)(O)O.[CH:28](O)([CH3:30])[CH3:29], predict the reaction product. The product is: [CH:28]([O:11][C:10]([C:7]1([C:4]2[CH:5]=[CH:6][C:1]([C:13]3[CH:14]=[CH:15][CH:16]=[CH:17][CH:18]=3)=[CH:2][CH:3]=2)[CH2:9][CH2:8]1)=[O:12])([CH3:30])[CH3:29]. (10) Given the reactants Br[C:2]1[CH:3]=[C:4]([CH:8]=[CH:9][C:10]=1[Cl:11])[C:5]([OH:7])=[O:6].[B:12]1([B:12]2[O:16][C:15]([CH3:18])([CH3:17])[C:14]([CH3:20])([CH3:19])[O:13]2)[O:16][C:15]([CH3:18])([CH3:17])[C:14]([CH3:20])([CH3:19])[O:13]1.C([O-])(=O)C.[K+].ClCCl, predict the reaction product. The product is: [Cl:11][C:10]1[CH:9]=[CH:8][C:4]([C:5]([OH:7])=[O:6])=[CH:3][C:2]=1[B:12]1[O:16][C:15]([CH3:18])([CH3:17])[C:14]([CH3:20])([CH3:19])[O:13]1.